This data is from Forward reaction prediction with 1.9M reactions from USPTO patents (1976-2016). The task is: Predict the product of the given reaction. (1) Given the reactants C(N(CC)CC)C.[NH2:8][C:9]1[CH:14]=[CH:13][CH:12]=[CH:11][C:10]=1[C:15]1[CH:20]=[CH:19][CH:18]=[CH:17][CH:16]=1.[Cl:21][CH2:22][C:23](Cl)=[O:24].C([O-])(O)=O.[Na+], predict the reaction product. The product is: [C:10]1([C:15]2[CH:16]=[CH:17][CH:18]=[CH:19][CH:20]=2)[CH:11]=[CH:12][CH:13]=[CH:14][C:9]=1[NH:8][C:23](=[O:24])[CH2:22][Cl:21]. (2) Given the reactants [CH2:1]([O:3][C:4](=[O:20])[C@@H:5]([O:18][CH3:19])[CH2:6][C:7]1[CH:12]=[CH:11][C:10]([O:13][CH2:14][CH2:15][CH2:16]Br)=[CH:9][CH:8]=1)[CH3:2].[OH:21][C:22]1[CH:27]=[CH:26][C:25]([C:28]2[CH:33]=[CH:32][C:31]([C:34]#[N:35])=[CH:30][CH:29]=2)=[CH:24][CH:23]=1.CC(OC(/N=N/C(OC(C)C)=O)=O)C, predict the reaction product. The product is: [CH2:1]([O:3][C:4](=[O:20])[C@@H:5]([O:18][CH3:19])[CH2:6][C:7]1[CH:12]=[CH:11][C:10]([O:13][CH2:14][CH2:15][CH2:16][O:21][C:22]2[CH:23]=[CH:24][C:25]([C:28]3[CH:33]=[CH:32][C:31]([C:34]#[N:35])=[CH:30][CH:29]=3)=[CH:26][CH:27]=2)=[CH:9][CH:8]=1)[CH3:2]. (3) Given the reactants Br[CH2:2][C:3]1[CH:11]=[C:10]([C@H:12]2[C@H:17]([O:18][CH2:19][C:20]3[CH:25]=[CH:24][CH:23]=[CH:22][CH:21]=3)[C@@H:16]([O:26][CH2:27][C:28]3[CH:33]=[CH:32][CH:31]=[CH:30][CH:29]=3)[C@H:15]([O:34][CH2:35][C:36]3[CH:41]=[CH:40][CH:39]=[CH:38][CH:37]=3)[C@@H:14]([CH2:42][O:43][CH2:44][C:45]3[CH:50]=[CH:49][CH:48]=[CH:47][CH:46]=3)[O:13]2)[C:6]2[CH2:7][CH2:8]O[C:5]=2[C:4]=1[Cl:51].C([O-])([O-])=O.[K+].[K+].[CH3:58][O:59][C:60]1[CH:65]=[CH:64][C:63](B(O)O)=[CH:62][CH:61]=1.[OH2:69], predict the reaction product. The product is: [Cl:51][C:4]1[C:5]2[O:69][CH2:8][CH2:7][C:6]=2[C:10]([CH:12]2[C@H:17]([O:18][CH2:19][C:20]3[CH:21]=[CH:22][CH:23]=[CH:24][CH:25]=3)[C@@H:16]([O:26][CH2:27][C:28]3[CH:33]=[CH:32][CH:31]=[CH:30][CH:29]=3)[C@H:15]([O:34][CH2:35][C:36]3[CH:37]=[CH:38][CH:39]=[CH:40][CH:41]=3)[C@@H:14]([CH2:42][O:43][CH2:44][C:45]3[CH:50]=[CH:49][CH:48]=[CH:47][CH:46]=3)[O:13]2)=[CH:11][C:3]=1[CH2:2][C:63]1[CH:64]=[CH:65][C:60]([O:59][CH3:58])=[CH:61][CH:62]=1. (4) Given the reactants Br[C:2]1[CH:7]=[C:6]([C:8]2[CH:13]=[CH:12][C:11]([C:14]([F:17])([F:16])[F:15])=[CH:10][CH:9]=2)[CH:5]=[C:4]([CH3:18])[N:3]=1.[I-:19].[Na+].CNCCNC, predict the reaction product. The product is: [I:19][C:2]1[CH:7]=[C:6]([C:8]2[CH:13]=[CH:12][C:11]([C:14]([F:17])([F:16])[F:15])=[CH:10][CH:9]=2)[CH:5]=[C:4]([CH3:18])[N:3]=1. (5) Given the reactants [CH3:1][Mg]Cl.[OH:4][C:5]1[CH:10]=[C:9]([OH:11])[CH:8]=[CH:7][C:6]=1[CH:12]1[CH2:17][CH2:16][CH2:15][C:14](=[O:18])[CH2:13]1.Cl, predict the reaction product. The product is: [OH:4][C:5]1[CH:10]=[C:9]([OH:11])[CH:8]=[CH:7][C:6]=1[CH:12]1[CH2:17][CH2:16][CH2:15][C:14]([CH3:1])([OH:18])[CH2:13]1. (6) Given the reactants [NH2:1][C:2]1[CH:31]=[CH:30][C:5]2[CH2:6][CH2:7][CH2:8][CH:9]([N:11]([CH2:19][C@H:20]([OH:29])[CH2:21][O:22][C:23]3[CH:28]=[CH:27][CH:26]=[CH:25][CH:24]=3)[CH2:12][C:13]3[CH:18]=[CH:17][CH:16]=[CH:15][CH:14]=3)[CH2:10][C:4]=2[CH:3]=1.Cl[C:33]([O:35][CH3:36])=[O:34].N1C=CC=CC=1.C(=O)([O-])O.[Na+], predict the reaction product. The product is: [CH3:36][O:35][C:33]([NH:1][C:2]1[CH:31]=[CH:30][C:5]2[CH2:6][CH2:7][CH2:8][CH:9]([N:11]([CH2:19][C@H:20]([OH:29])[CH2:21][O:22][C:23]3[CH:28]=[CH:27][CH:26]=[CH:25][CH:24]=3)[CH2:12][C:13]3[CH:18]=[CH:17][CH:16]=[CH:15][CH:14]=3)[CH2:10][C:4]=2[CH:3]=1)=[O:34].